From a dataset of Forward reaction prediction with 1.9M reactions from USPTO patents (1976-2016). Predict the product of the given reaction. (1) Given the reactants [CH3:1][O:2][CH2:3][C@@H:4]1[CH2:8][CH2:7][CH2:6][N:5]1[S:9]([C:12]1[CH:13]=[C:14]2[C:18](=[CH:19][CH:20]=1)[NH:17][C:16](=O)[C:15]12[O:26]CCCO1)(=[O:11])=[O:10].Cl[CH2:28][C:29]1([C:33]#[N:34])[CH2:32][CH2:31][CH2:30]1, predict the reaction product. The product is: [CH3:1][O:2][CH2:3][C@@H:4]1[CH2:8][CH2:7][CH2:6][N:5]1[S:9]([C:12]1[CH:20]=[CH:19][C:18]2[N:17]3[CH2:28][C:29]4([CH2:32][CH2:31][CH2:30]4)[CH2:33][N:34]=[C:16]3[C:15](=[O:26])[C:14]=2[CH:13]=1)(=[O:10])=[O:11]. (2) Given the reactants [Cl:1][C:2]1[CH:3]=[C:4]([CH:37]=[CH:38][C:39]=1[F:40])[CH2:5][N:6]1[CH2:15][CH2:14][C:13]2[C:8](=[C:9]([O:34]C)[C:10](=[O:33])[N:11]3[CH2:21][C:20]([CH3:23])([CH3:22])[C@@H:19]([O:24]C4CCCCO4)[CH2:18][N:17]([CH3:31])[C:16](=[O:32])[C:12]3=2)[C:7]1=[O:36].B(Br)(Br)Br, predict the reaction product. The product is: [Cl:1][C:2]1[CH:3]=[C:4]([CH:37]=[CH:38][C:39]=1[F:40])[CH2:5][N:6]1[CH2:15][CH2:14][C:13]2[C:8](=[C:9]([OH:34])[C:10](=[O:33])[N:11]3[CH2:21][C:20]([CH3:23])([CH3:22])[C@@H:19]([OH:24])[CH2:18][N:17]([CH3:31])[C:16](=[O:32])[C:12]3=2)[C:7]1=[O:36]. (3) The product is: [N:51]1([CH2:55][CH:56]2[CH2:61][CH2:60][N:59]([C:8]([NH:9][C:19]3[CH:24]=[C:23]([O:25][C:26]4[CH:27]=[CH:28][C:29]([NH:32][C:33]([C:35]5([C:38]([NH:39][C:40]6[CH:45]=[CH:44][C:43]([F:46])=[CH:42][CH:41]=6)=[O:47])[CH2:37][CH2:36]5)=[O:34])=[CH:30][CH:31]=4)[CH:22]=[CH:21][N:20]=3)=[O:48])[CH2:58][CH2:57]2)[CH2:54][CH2:53][CH2:52]1. Given the reactants C1(O[C:8](=[O:48])[N:9]([C:19]2[CH:24]=[C:23]([O:25][C:26]3[CH:31]=[CH:30][C:29]([NH:32][C:33]([C:35]4([C:38](=[O:47])[NH:39][C:40]5[CH:45]=[CH:44][C:43]([F:46])=[CH:42][CH:41]=5)[CH2:37][CH2:36]4)=[O:34])=[CH:28][CH:27]=3)[CH:22]=[CH:21][N:20]=2)C(OC2C=CC=CC=2)=O)C=CC=CC=1.Cl.Cl.[N:51]1([CH2:55][CH:56]2[CH2:61][CH2:60][NH:59][CH2:58][CH2:57]2)[CH2:54][CH2:53][CH2:52]1.C(N(CC)CC)C.O, predict the reaction product. (4) Given the reactants C(OC(N[C@H]1CCN([C@H]2CCC(=O)C[C@H]2C(OCC)=O)C1=O)=O)C1C=CC=CC=1.C(NC)(C)C.[CH2:35]([O:42][C:43]([NH:45][C@H:46]1[CH2:50][CH2:49][N:48]([C@H:51]2[CH2:56][CH2:55][C@@H:54]([N:57]([CH:59]([CH3:61])[CH3:60])[CH3:58])[CH2:53][C@H:52]2[C:62]([O:64]CC)=[O:63])[C:47]1=[O:67])=[O:44])[C:36]1[CH:41]=[CH:40][CH:39]=[CH:38][CH:37]=1.[OH-].[Na+], predict the reaction product. The product is: [CH2:35]([O:42][C:43]([NH:45][C@H:46]1[CH2:50][CH2:49][N:48]([C@H:51]2[CH2:56][CH2:55][C@@H:54]([N:57]([CH:59]([CH3:61])[CH3:60])[CH3:58])[CH2:53][C@H:52]2[C:62]([OH:64])=[O:63])[C:47]1=[O:67])=[O:44])[C:36]1[CH:41]=[CH:40][CH:39]=[CH:38][CH:37]=1. (5) Given the reactants [NH2:1][C:2]1[N:7]=[CH:6][N:5]=[C:4]2[N:8]([CH:19]([C:21]3[O:22][C:23](=[O:37])[C:24]4[C:29]([C:30]=3[C:31]3[CH:36]=[CH:35][CH:34]=[CH:33][CH:32]=3)=[CH:28][CH:27]=[CH:26][CH:25]=4)[CH3:20])[N:9]=[C:10]([C:11]3[CH:12]=[N:13][C:14]([O:17]C)=[CH:15][CH:16]=3)[C:3]=12.CC(O)=O, predict the reaction product. The product is: [NH2:1][C:2]1[N:7]=[CH:6][N:5]=[C:4]2[N:8]([CH:19]([C:21]3[O:22][C:23](=[O:37])[C:24]4[C:29]([C:30]=3[C:31]3[CH:32]=[CH:33][CH:34]=[CH:35][CH:36]=3)=[CH:28][CH:27]=[CH:26][CH:25]=4)[CH3:20])[N:9]=[C:10]([C:11]3[CH:12]=[N:13][C:14]([OH:17])=[CH:15][CH:16]=3)[C:3]=12. (6) Given the reactants [F:1][C:2]1[CH:3]=[C:4]([CH:29]=[C:30]([N:32]2[CH2:37][CH2:36][CH2:35][CH2:34][CH2:33]2)[CH:31]=1)[C:5]([NH:7][C:8]1[C:17]2[C:12](=[CH:13][CH:14]=[CH:15][CH:16]=2)[C:11]([O:18][C:19]2[CH:24]=[CH:23][N:22]=[C:21](S(C)(=O)=O)[N:20]=2)=[CH:10][CH:9]=1)=[O:6].[CH:38]1([NH2:42])[CH2:41][CH2:40][CH2:39]1, predict the reaction product. The product is: [CH:38]1([NH:42][C:21]2[N:20]=[C:19]([O:18][C:11]3[C:12]4[C:17](=[CH:16][CH:15]=[CH:14][CH:13]=4)[C:8]([NH:7][C:5](=[O:6])[C:4]4[CH:29]=[C:30]([N:32]5[CH2:37][CH2:36][CH2:35][CH2:34][CH2:33]5)[CH:31]=[C:2]([F:1])[CH:3]=4)=[CH:9][CH:10]=3)[CH:24]=[CH:23][N:22]=2)[CH2:41][CH2:40][CH2:39]1. (7) The product is: [CH3:1][O:2][C:3]([C:5]1[S:6][C:7]([C:11]2[CH:16]=[CH:15][C:14]([OH:17])=[CH:13][C:12]=2[CH3:19])=[C:8]([CH3:10])[CH:9]=1)=[O:4]. Given the reactants [CH3:1][O:2][C:3]([C:5]1[S:6][C:7]([C:11]2[CH:16]=[CH:15][C:14]([O:17]C)=[CH:13][C:12]=2[CH3:19])=[C:8]([CH3:10])[CH:9]=1)=[O:4].B(Br)(Br)Br, predict the reaction product. (8) Given the reactants [Cl:1][C:2]1[CH:3]=[C:4]([CH3:22])[C:5]([NH:8][S:9]([C:12]2[CH:21]=[CH:20][C:15]([C:16]([O:18][CH3:19])=[O:17])=[CH:14][CH:13]=2)(=[O:11])=[O:10])=[N:6][CH:7]=1.Br[CH2:24][C:25]1[CH:30]=[CH:29][C:28]([N:31]2[CH2:35][CH2:34][CH2:33][C:32]2=[O:36])=[CH:27][CH:26]=1, predict the reaction product. The product is: [Cl:1][C:2]1[CH:3]=[C:4]([CH3:22])[C:5]([N:8]([CH2:24][C:25]2[CH:30]=[CH:29][C:28]([N:31]3[CH2:35][CH2:34][CH2:33][C:32]3=[O:36])=[CH:27][CH:26]=2)[S:9]([C:12]2[CH:13]=[CH:14][C:15]([C:16]([O:18][CH3:19])=[O:17])=[CH:20][CH:21]=2)(=[O:11])=[O:10])=[N:6][CH:7]=1. (9) Given the reactants [Br:1][C:2]1[CH:3]=[C:4]([N:8]2[C:16]3[C:11](=[CH:12][C:13]([C:17](O)=[O:18])=[CH:14][CH:15]=3)[C:10]([C:20]([O:22][CH3:23])=[O:21])=[N:9]2)[CH:5]=[CH:6][CH:7]=1.[CH3:24][NH2:25], predict the reaction product. The product is: [Br:1][C:2]1[CH:3]=[C:4]([N:8]2[C:16]3[C:11](=[CH:12][C:13]([C:17](=[O:18])[NH:25][CH3:24])=[CH:14][CH:15]=3)[C:10]([C:20]([O:22][CH3:23])=[O:21])=[N:9]2)[CH:5]=[CH:6][CH:7]=1.